From a dataset of Reaction yield outcomes from USPTO patents with 853,638 reactions. Predict the reaction yield, written as a fraction of the theoretical maximum amount of product (1.0 means a 100% yield; for example, 0.34 means a 34% yield). (1) The reactants are [I-].[CH3:2][S+](C)(C)=O.[H-].[Na+].[CH3:9][O:10][CH2:11][CH2:12][O:13][CH2:14][O:15][C:16]1[CH:21]=[CH:20][C:19](/[CH:22]=[CH:23]/[N+:24]([O-:26])=[O:25])=[CH:18][CH:17]=1.O. The catalyst is CS(C)=O. The product is [CH3:9][O:10][CH2:11][CH2:12][O:13][CH2:14][O:15][C:16]1[CH:21]=[CH:20][C:19]([C@@H:22]2[CH2:2][C@H:23]2[N+:24]([O-:26])=[O:25])=[CH:18][CH:17]=1. The yield is 0.360. (2) The reactants are [CH3:1][O:2][C:3]1[CH:4]=[C:5]2[C:10](=[CH:11][CH:12]=1)[N:9]=[C:8]([C:13]1[CH:14]=[N:15][CH:16]=[CH:17][CH:18]=1)[N:7]=[C:6]2[N:19]1[C:27]2[C:22](=[CH:23][CH:24]=[C:25]([NH2:28])[CH:26]=2)[CH2:21][CH2:20]1.N1C=CC=CC=1.[CH3:35][O:36][C:37]([Cl:39])=[O:38].[ClH:40]. The catalyst is C(Cl)Cl.O. The product is [ClH:39].[ClH:40].[CH3:1][O:2][C:3]1[CH:4]=[C:5]2[C:10](=[CH:11][CH:12]=1)[N:9]=[C:8]([C:13]1[CH:14]=[N:15][CH:16]=[CH:17][CH:18]=1)[N:7]=[C:6]2[N:19]1[C:27]2[C:22](=[CH:23][CH:24]=[C:25]([NH:28][C:37](=[O:38])[O:36][CH3:35])[CH:26]=2)[CH2:21][CH2:20]1. The yield is 0.591. (3) The reactants are [C:1]([O:5][C:6]([NH:8][C@@H:9]1[C:23](=[O:24])[N:22]2[CH2:25][C@@H:26]([OH:28])[CH2:27][C@H:21]2[C:20](=[O:29])[NH:19][C@:18]2([C:31]([O:33][CH2:34][CH3:35])=[O:32])[CH2:30][C@H:17]2[CH:16]=[CH:15][CH2:14][CH2:13][CH2:12][CH2:11][CH2:10]1)=[O:7])([CH3:4])([CH3:3])[CH3:2].C(N(C(C)C)C(C)C)C.CN1C=CN=C1.[C:51](O[C:51](=[O:58])[C:52]1[CH:57]=[CH:56][CH:55]=[CH:54][CH:53]=1)(=[O:58])[C:52]1[CH:57]=[CH:56][CH:55]=[CH:54][CH:53]=1. The catalyst is ClCCl.CN(C1C=CN=CC=1)C.C(OCC)(=O)C. The product is [C:51]([O:28][C@@H:26]1[CH2:25][N:22]2[C:23](=[O:24])[C@@H:9]([NH:8][C:6]([O:5][C:1]([CH3:4])([CH3:3])[CH3:2])=[O:7])[CH2:10][CH2:11][CH2:12][CH2:13][CH2:14][CH:15]=[CH:16][C@@H:17]3[CH2:30][C@@:18]3([C:31]([O:33][CH2:34][CH3:35])=[O:32])[NH:19][C:20](=[O:29])[C@@H:21]2[CH2:27]1)(=[O:58])[C:52]1[CH:57]=[CH:56][CH:55]=[CH:54][CH:53]=1. The yield is 0.830. (4) The yield is 0.576. The product is [NH2:1][C:2]1[C:11]2[C:6](=[C:7]([C:24]3[CH:23]=[CH:22][CH:21]=[C:20]([F:19])[C:25]=3[F:26])[CH:8]=[CH:9][CH:10]=2)[N:5]=[N:4][C:3]=1[C:13]([NH:15][CH2:16][CH2:17][CH3:18])=[O:14]. No catalyst specified. The reactants are [NH2:1][C:2]1[C:11]2[C:6](=[C:7](Br)[CH:8]=[CH:9][CH:10]=2)[N:5]=[N:4][C:3]=1[C:13]([NH:15][CH2:16][CH2:17][CH3:18])=[O:14].[F:19][C:20]1[C:25]([F:26])=[CH:24][CH:23]=[CH:22][C:21]=1B(O)O. (5) The reactants are [F:1][C:2]1[C:3]2[S:21][CH:20]=[CH:19][C:4]=2[N:5](COCC[Si](C)(C)C)[C:6]=1[C:7]([O:9][CH3:10])=[O:8].CCCC[N+](CCCC)(CCCC)CCCC.[F-].C(N)CN.COC1C=CC(C=O)=CC=1. The catalyst is CN(C=O)C.CCCCCCC.CCOC(C)=O. The product is [F:1][C:2]1[C:3]2[S:21][CH:20]=[CH:19][C:4]=2[NH:5][C:6]=1[C:7]([O:9][CH3:10])=[O:8]. The yield is 0.940. (6) The yield is 0.610. The catalyst is ClCCl. The product is [F:13][C:14]1[CH:15]=[CH:16][C:17]2[N:18]([C:20]([C:23]3[N:28]=[C:27]([NH:29][C@@H:30]4[CH2:35][CH2:34][CH2:33][N:32]([CH2:9][C:10]([NH2:12])=[O:11])[CH2:31]4)[CH:26]=[CH:25][N:24]=3)=[CH:21][N:22]=2)[CH:19]=1. The reactants are C(N(CC)CC)C.Br[CH2:9][C:10]([NH2:12])=[O:11].[F:13][C:14]1[CH:15]=[CH:16][C:17]2[N:18]([C:20]([C:23]3[N:28]=[C:27]([NH:29][C@@H:30]4[CH2:35][CH2:34][CH2:33][NH:32][CH2:31]4)[CH:26]=[CH:25][N:24]=3)=[CH:21][N:22]=2)[CH:19]=1.